This data is from Full USPTO retrosynthesis dataset with 1.9M reactions from patents (1976-2016). The task is: Predict the reactants needed to synthesize the given product. (1) The reactants are: [C:1](=[O:16])([O:9][C:10]1[CH:15]=[CH:14][CH:13]=[CH:12][CH:11]=1)OC1C=CC=CC=1.[NH2:17][C@H:18]([C:23]([O-:25])=[O:24])[CH2:19][CH2:20][S:21][CH3:22].C([S+]1CCCC1)CCC.Cl. Given the product [O:9]([C:1]([NH:17][C@H:18]([C:23]([OH:25])=[O:24])[CH2:19][CH2:20][S:21][CH3:22])=[O:16])[C:10]1[CH:11]=[CH:12][CH:13]=[CH:14][CH:15]=1, predict the reactants needed to synthesize it. (2) Given the product [CH3:9][O:8][C:7]1[C:6]([N+:10]([O-:12])=[O:11])=[CH:5][CH:4]=[C:3]([O:13][CH3:14])[C:2]=1[C:16]1[CH:17]=[CH:18][CH:19]=[CH:20][C:15]=1[CH3:24], predict the reactants needed to synthesize it. The reactants are: I[C:2]1[C:7]([O:8][CH3:9])=[C:6]([N+:10]([O-:12])=[O:11])[CH:5]=[CH:4][C:3]=1[O:13][CH3:14].[C:15]1([CH3:24])[CH:20]=[CH:19][CH:18]=[CH:17][C:16]=1B(O)O.C([O-])([O-])=O.[K+].[K+]. (3) Given the product [Br:10][CH2:11][CH2:12][CH2:13][CH2:14][O:9][CH2:8][CH2:7][O:6][CH2:5][CH2:4][O:3][CH3:2], predict the reactants needed to synthesize it. The reactants are: [Na].[CH3:2][O:3][CH2:4][CH2:5][O:6][CH2:7][CH2:8][OH:9].[Br:10][CH2:11][CH2:12][CH2:13][CH2:14]Br.